Predict the product of the given reaction. From a dataset of Forward reaction prediction with 1.9M reactions from USPTO patents (1976-2016). (1) Given the reactants [O:1]1[CH:5]=[N:4][N:3]=[C:2]1[C:6]1[CH:7]=[C:8]([NH:12][C:13](=[O:21])[C:14]2[CH:19]=[C:18](Br)[CH:17]=[CH:16][N:15]=2)[CH:9]=[CH:10][CH:11]=1.[CH:22]1([C:25]2[CH:30]=[CH:29][C:28](B3OC(C)(C)C(C)(C)O3)=[CH:27][N:26]=2)[CH2:24][CH2:23]1.C(=O)([O-])[O-].[K+].[K+], predict the reaction product. The product is: [O:1]1[CH:5]=[N:4][N:3]=[C:2]1[C:6]1[CH:7]=[C:8]([NH:12][C:13]([C:14]2[CH:19]=[C:18]([C:28]3[CH:27]=[N:26][C:25]([CH:22]4[CH2:24][CH2:23]4)=[CH:30][CH:29]=3)[CH:17]=[CH:16][N:15]=2)=[O:21])[CH:9]=[CH:10][CH:11]=1. (2) Given the reactants Br.S(OS(C(F)(F)F)(=O)=O)(C(F)(F)F)(=O)=O.C([N:21]1[CH2:30][CH2:29][C:28]2[C:23](=[CH:24][N:25]=[C:26](OC)[CH:27]=2)[CH2:22]1)(C)(C)C, predict the reaction product. The product is: [CH2:24]1[C:23]2[C:28](=[CH:29][CH:30]=[N:21][CH:22]=2)[CH2:27][CH2:26][NH:25]1. (3) Given the reactants [CH3:1][N:2]1[C:6]2[CH:7]=[CH:8][C:9]([N:11]3[CH:16]=[C:15]([C:17]([O:19]CC)=[O:18])[C:14](=[O:22])[N:13]([CH:23]4[C:31]5[C:26](=[CH:27][C:28]([O:32][CH3:33])=[CH:29][CH:30]=5)[CH2:25][CH2:24]4)[C:12]3=[O:34])=[CH:10][C:5]=2[N:4]([CH3:35])[C:3]1=[O:36].C(=O)([O-])O.[Na+].Cl, predict the reaction product. The product is: [CH3:1][N:2]1[C:6]2[CH:7]=[CH:8][C:9]([N:11]3[CH:16]=[C:15]([C:17]([OH:19])=[O:18])[C:14](=[O:22])[N:13]([CH:23]4[C:31]5[C:26](=[CH:27][C:28]([O:32][CH3:33])=[CH:29][CH:30]=5)[CH2:25][CH2:24]4)[C:12]3=[O:34])=[CH:10][C:5]=2[N:4]([CH3:35])[C:3]1=[O:36]. (4) Given the reactants [C:1]([N:4]1[CH2:9][CH2:8][CH2:7][C:6]([CH2:28][C:29]([O:31]CC)=[O:30])([CH2:10][C:11]2[CH:16]=[CH:15][C:14]([O:17][CH2:18][CH2:19][CH2:20][NH:21][C:22]3[CH:27]=[CH:26][CH:25]=[CH:24][N:23]=3)=[CH:13][CH:12]=2)[CH2:5]1)(=[O:3])[CH3:2].FC(F)(F)C(O)=O, predict the reaction product. The product is: [C:1]([N:4]1[CH2:9][CH2:8][CH2:7][C:6]([CH2:28][C:29]([OH:31])=[O:30])([CH2:10][C:11]2[CH:16]=[CH:15][C:14]([O:17][CH2:18][CH2:19][CH2:20][NH:21][C:22]3[CH:27]=[CH:26][CH:25]=[CH:24][N:23]=3)=[CH:13][CH:12]=2)[CH2:5]1)(=[O:3])[CH3:2]. (5) Given the reactants [NH2:1][C:2]1[C:11]2[C:6](=[CH:7][CH:8]=[CH:9][CH:10]=2)[CH:5]=[CH:4][C:3]=1[C:12]([OH:21])([C:17]([F:20])([F:19])[F:18])[C:13]([F:16])([F:15])[F:14].[Br:22][C:23]1[CH:24]=[C:25]([CH:29]=[CH:30][CH:31]=1)[C:26](Cl)=[O:27], predict the reaction product. The product is: [Br:22][C:23]1[CH:24]=[C:25]([CH:29]=[CH:30][CH:31]=1)[C:26]([NH:1][C:2]1[C:11]2[C:6](=[CH:7][CH:8]=[CH:9][CH:10]=2)[CH:5]=[CH:4][C:3]=1[C:12]([OH:21])([C:13]([F:14])([F:15])[F:16])[C:17]([F:18])([F:19])[F:20])=[O:27].